Dataset: Full USPTO retrosynthesis dataset with 1.9M reactions from patents (1976-2016). Task: Predict the reactants needed to synthesize the given product. (1) Given the product [Cl:1][C:2]1[C:14]2[C:13](=[O:23])[CH2:12][C@@:11]3([CH3:15])[C@H:7]([CH2:8][N:9]([C:16]([O:18][CH2:19][CH3:20])=[O:17])[CH2:10]3)[C:6]=2[CH:5]=[CH:4][CH:3]=1, predict the reactants needed to synthesize it. The reactants are: [Cl:1][C:2]1[C:14]2[CH2:13][CH2:12][C@@:11]3([CH3:15])[C@H:7]([CH2:8][N:9]([C:16]([O:18][CH2:19][CH3:20])=[O:17])[CH2:10]3)[C:6]=2[CH:5]=[CH:4][CH:3]=1.C(O)(=[O:23])C.[O-2].[Ce+4].[O-2].Br([O-])(=O)=O.[Na+]. (2) The reactants are: [Cl:1][C:2]1[C:3]([F:45])=[C:4]([C@@H:8]2[C@:12]([C:15]3[CH:20]=[CH:19][C:18]([Cl:21])=[CH:17][C:16]=3[F:22])([C:13]#[N:14])[C@H:11]([CH2:23][C:24]([CH3:27])([CH3:26])[CH3:25])[NH:10][C@H:9]2[C:28]([NH:30][C:31]2[CH:42]=[CH:41][C:34]([C:35]([O:37][CH2:38][CH2:39][OH:40])=[O:36])=[CH:33][C:32]=2[O:43][CH3:44])=[O:29])[CH:5]=[CH:6][CH:7]=1.[C:46]([O:50][C:51]([NH:53][CH2:54][C:55](O)=[O:56])=[O:52])([CH3:49])([CH3:48])[CH3:47]. Given the product [C:46]([O:50][C:51]([NH:53][CH2:54][C:55]([O:40][CH2:39][CH2:38][O:37][C:35](=[O:36])[C:34]1[CH:41]=[CH:42][C:31]([NH:30][C:28]([C@H:9]2[C@H:8]([C:4]3[CH:5]=[CH:6][CH:7]=[C:2]([Cl:1])[C:3]=3[F:45])[C@:12]([C:15]3[CH:20]=[CH:19][C:18]([Cl:21])=[CH:17][C:16]=3[F:22])([C:13]#[N:14])[C@H:11]([CH2:23][C:24]([CH3:25])([CH3:26])[CH3:27])[NH:10]2)=[O:29])=[C:32]([O:43][CH3:44])[CH:33]=1)=[O:56])=[O:52])([CH3:49])([CH3:48])[CH3:47], predict the reactants needed to synthesize it. (3) Given the product [Cl:23][C:24]1[CH:29]=[CH:28][C:27]([C:2]2[CH:3]=[C:4]([NH:14][C:15]([C:17]3[CH:18]=[N:19][CH:20]=[N:21][CH:22]=3)=[O:16])[CH:5]=[N:6][C:7]=2[O:8][CH2:9][C:10]([F:13])([F:12])[F:11])=[CH:26][C:25]=1[F:33], predict the reactants needed to synthesize it. The reactants are: Br[C:2]1[CH:3]=[C:4]([NH:14][C:15]([C:17]2[CH:18]=[N:19][CH:20]=[N:21][CH:22]=2)=[O:16])[CH:5]=[N:6][C:7]=1[O:8][CH2:9][C:10]([F:13])([F:12])[F:11].[Cl:23][C:24]1[CH:29]=[CH:28][C:27](B(O)O)=[CH:26][C:25]=1[F:33]. (4) Given the product [F:42][C:43]([F:47])([F:46])[CH2:44][NH:45][C:34]([C:33]1[CH:32]=[C:31]([CH:39]=[CH:38][CH:37]=1)[CH2:30][N:27]1[CH2:28][CH2:29][N:24]([C:21]2[CH:20]=[CH:19][C:18]([NH:17][C:15]([C:10]3[C:9]([C:6]4[CH:7]=[CH:8][C:3]([C:2]([F:41])([F:1])[F:40])=[CH:4][CH:5]=4)=[CH:14][CH:13]=[CH:12][CH:11]=3)=[O:16])=[CH:23][CH:22]=2)[CH2:25][CH2:26]1)=[O:36], predict the reactants needed to synthesize it. The reactants are: [F:1][C:2]([F:41])([F:40])[C:3]1[CH:8]=[CH:7][C:6]([C:9]2[C:10]([C:15]([NH:17][C:18]3[CH:23]=[CH:22][C:21]([N:24]4[CH2:29][CH2:28][N:27]([CH2:30][C:31]5[CH:32]=[C:33]([CH:37]=[CH:38][CH:39]=5)[C:34]([OH:36])=O)[CH2:26][CH2:25]4)=[CH:20][CH:19]=3)=[O:16])=[CH:11][CH:12]=[CH:13][CH:14]=2)=[CH:5][CH:4]=1.[F:42][C:43]([F:47])([F:46])[CH2:44][NH2:45].C1C=CC2N(O)N=NC=2C=1.CCN=C=NCCCN(C)C.Cl.